From a dataset of Reaction yield outcomes from USPTO patents with 853,638 reactions. Predict the reaction yield, written as a fraction of the theoretical maximum amount of product (1.0 means a 100% yield; for example, 0.34 means a 34% yield). (1) The reactants are [C:1](O)(=O)C.[Br:5][C:6]1[CH:7]=[CH:8][C:9]([O:17][CH3:18])=[C:10]2[C:15]=1[O:14][CH2:13][C@H:12](N)[CH2:11]2.C=O.[BH3-][C:22]#[N:23].[Na+]. The catalyst is CO. The product is [Br:5][C:6]1[CH:7]=[CH:8][C:9]([O:17][CH3:18])=[C:10]2[C:15]=1[O:14][CH2:13][C@H:12]([N:23]([CH3:22])[CH3:1])[CH2:11]2. The yield is 0.680. (2) The reactants are [NH2:1][C:2]1[C:7]([Br:8])=[N:6][C:5]([Br:9])=[CH:4][N:3]=1.C(=O)([O-])[O-].[Cs+].[Cs+].Cl[CH2:17][C:18]([O:20][CH2:21][CH3:22])=[O:19]. The catalyst is CN(C)C=O. The product is [Br:8][C:7]1[C:2]([NH:1][CH2:17][C:18]([O:20][CH2:21][CH3:22])=[O:19])=[N:3][CH:4]=[C:5]([Br:9])[N:6]=1. The yield is 0.470. (3) The reactants are [CH3:1][N:2]1[CH:10]=[C:9]2[C:4]([C:5]([C:12]#[N:13])=[CH:6][CH:7]=[C:8]2[CH3:11])=[N:3]1. The catalyst is CO.N.[Ni]. The product is [CH3:1][N:2]1[CH:10]=[C:9]2[C:4]([C:5]([CH2:12][NH2:13])=[CH:6][CH:7]=[C:8]2[CH3:11])=[N:3]1. The yield is 1.00. (4) The reactants are [NH2:1][C:2]1[NH:3][C:4](=[O:7])[NH:5][N:6]=1.[CH3:8][C:9](=O)[CH2:10][C:11](=O)[CH3:12]. The catalyst is C(O)(=O)C. The product is [CH3:8][C:9]1[CH:10]=[C:11]([CH3:12])[N:6]2[N:5]=[C:4]([OH:7])[N:3]=[C:2]2[N:1]=1. The yield is 0.800. (5) The reactants are C(#N)C.[CH3:4][C:5]([C:7]1[CH:16]=[CH:15][C:14]2[C:9](=[CH:10][CH:11]=[CH:12][CH:13]=2)[CH:8]=1)=[O:6].OI(C1C=CC=CC=1)[O:19][S:20]([C:23]1[CH:29]=[CH:28][C:26]([CH3:27])=[CH:25][CH:24]=1)(=[O:22])=[O:21]. The catalyst is C(OCC)(=O)C. The product is [S:20]([O:22][CH2:4][C:5]([C:7]1[CH:16]=[CH:15][C:14]2[C:9](=[CH:10][CH:11]=[CH:12][CH:13]=2)[CH:8]=1)=[O:6])([C:23]1[CH:29]=[CH:28][C:26]([CH3:27])=[CH:25][CH:24]=1)(=[O:21])=[O:19]. The yield is 0.685.